This data is from Full USPTO retrosynthesis dataset with 1.9M reactions from patents (1976-2016). The task is: Predict the reactants needed to synthesize the given product. (1) Given the product [CH2:31]([Sn:26]([CH2:22][CH2:23][CH2:24][CH3:25])([CH2:27][CH2:28][CH2:29][CH3:30])[C:2]1[C:3]([CH3:16])=[N:4][N:5]([C:7]2[CH:12]=[CH:11][C:10]([N:13]([CH3:15])[CH3:14])=[CH:9][CH:8]=2)[CH:6]=1)[CH2:32][CH2:33][CH3:34], predict the reactants needed to synthesize it. The reactants are: Br[C:2]1[C:3]([CH3:16])=[N:4][N:5]([C:7]2[CH:12]=[CH:11][C:10]([N:13]([CH3:15])[CH3:14])=[CH:9][CH:8]=2)[CH:6]=1.C([Li])CCC.[CH2:22]([Sn:26](Cl)([CH2:31][CH2:32][CH2:33][CH3:34])[CH2:27][CH2:28][CH2:29][CH3:30])[CH2:23][CH2:24][CH3:25].O. (2) Given the product [CH:30]1([C:28]2[CH:27]=[CH:26][N:25]=[C:24]([C:2]3[CH:3]=[N:4][C:5]([N:8]4[C:16]5[C:11](=[CH:12][CH:13]=[C:14]([C:17]([O:19][CH3:20])=[O:18])[CH:15]=5)[C:10]([S:21][CH3:22])=[CH:9]4)=[N:6][CH:7]=3)[CH:29]=2)[CH2:32][CH2:31]1, predict the reactants needed to synthesize it. The reactants are: Br[C:2]1[CH:3]=[N:4][C:5]([N:8]2[C:16]3[C:11](=[CH:12][CH:13]=[C:14]([C:17]([O:19][CH3:20])=[O:18])[CH:15]=3)[C:10]([S:21][CH3:22])=[CH:9]2)=[N:6][CH:7]=1.Cl[C:24]1[CH:29]=[C:28]([CH:30]2[CH2:32][CH2:31]2)[CH:27]=[CH:26][N:25]=1.